This data is from Reaction yield outcomes from USPTO patents with 853,638 reactions. The task is: Predict the reaction yield, written as a fraction of the theoretical maximum amount of product (1.0 means a 100% yield; for example, 0.34 means a 34% yield). (1) The reactants are C([S:4][CH2:5][C:6]1[CH:7]=[C:8]([C:22]([O:24]C)=[O:23])[C:9]([C:12]2[CH:17]=[CH:16][CH:15]=[C:14]([C:18]([O:20]C)=[O:19])[CH:13]=2)=[CH:10][CH:11]=1)(=O)C.[OH-].[Na+].Cl. The catalyst is C1COCC1.O. The product is [SH:4][CH2:5][C:6]1[CH:7]=[C:8]([C:22]([OH:24])=[O:23])[C:9]([C:12]2[CH:17]=[CH:16][CH:15]=[C:14]([C:18]([OH:20])=[O:19])[CH:13]=2)=[CH:10][CH:11]=1. The yield is 0.920. (2) The reactants are [CH2:1]([Mg]Br)[CH:2]=[CH2:3].[Cl:6][CH2:7][CH2:8][C:9]([C:11]1[CH:16]=[CH:15][C:14]([F:17])=[CH:13][CH:12]=1)=[O:10]. The catalyst is C1COCC1. The product is [Cl:6][CH2:7][CH2:8][C:9]([C:11]1[CH:12]=[CH:13][C:14]([F:17])=[CH:15][CH:16]=1)([OH:10])[CH2:3][CH:2]=[CH2:1]. The yield is 0.970. (3) The reactants are Cl[C:2]1[N:10]=[C:9]2[C:5]([N:6]=[C:7]([CH2:12][CH2:13][N:14]3[CH2:19][CH2:18][C:17]([CH3:21])([OH:20])[CH2:16][CH2:15]3)[N:8]2[CH3:11])=[C:4]([N:22]2[CH2:27][CH2:26][O:25][CH2:24][CH2:23]2)[N:3]=1.[CH2:28]([C:30]1[NH:31][C:32]2[CH:38]=[CH:37][CH:36]=[CH:35][C:33]=2[N:34]=1)[CH3:29].CC(C1C=C(C(C)C)C(C2C=CC=CC=2P(C2CCCCC2)C2CCCCC2)=C(C(C)C)C=1)C.C([O-])([O-])=O.[Cs+].[Cs+]. The catalyst is O1CCOCC1.C1C=CC(/C=C/C(/C=C/C2C=CC=CC=2)=O)=CC=1.C1C=CC(/C=C/C(/C=C/C2C=CC=CC=2)=O)=CC=1.C1C=CC(/C=C/C(/C=C/C2C=CC=CC=2)=O)=CC=1.[Pd].[Pd]. The product is [CH2:28]([C:30]1[N:31]([C:2]2[N:10]=[C:9]3[C:5]([N:6]=[C:7]([CH2:12][CH2:13][N:14]4[CH2:19][CH2:18][C:17]([CH3:21])([OH:20])[CH2:16][CH2:15]4)[N:8]3[CH3:11])=[C:4]([N:22]3[CH2:27][CH2:26][O:25][CH2:24][CH2:23]3)[N:3]=2)[C:32]2[CH:38]=[CH:37][CH:36]=[CH:35][C:33]=2[N:34]=1)[CH3:29]. The yield is 0.800. (4) The reactants are F[C:2]1[CH:10]=[N:9][CH:8]=[CH:7][C:3]=1[C:4]([OH:6])=[O:5].[F:11][C:12]([F:22])([F:21])[S:13][C:14]1[CH:20]=[CH:19][C:17]([NH2:18])=[CH:16][CH:15]=1.[Li+].C[Si]([N-][Si](C)(C)C)(C)C.Cl. The catalyst is C1COCC1. The product is [F:11][C:12]([S:13][C:14]1[CH:20]=[CH:19][C:17]([NH:18][C:2]2[CH:10]=[N:9][CH:8]=[CH:7][C:3]=2[C:4]([OH:6])=[O:5])=[CH:16][CH:15]=1)([F:22])[F:21]. The yield is 0.100. (5) The product is [CH2:1]([C:5]1[CH:6]=[C:7]([CH:9]=[CH:10][C:11]=1[C:14]([F:19])([C:15]([F:18])([F:17])[F:16])[C:13]([F:22])([F:21])[F:12])[NH2:8])[CH:2]([CH3:4])[CH3:3]. The yield is 0.470. The reactants are [CH2:1]([C:5]1[CH:6]=[C:7]([CH:9]=[CH:10][CH:11]=1)[NH2:8])[CH:2]([CH3:4])[CH3:3].[F:12][C:13]([F:22])([F:21])[C:14](I)([F:19])[C:15]([F:18])([F:17])[F:16].C(=O)([O-])O.[Na+].S(S([O-])=O)([O-])=O.[Na+].[Na+]. The catalyst is S([O-])(O)(=O)=O.C([N+](CCCC)(CCCC)CCCC)CCC.CCCCCC.COC(C)(C)C.O. (6) The reactants are [CH3:1][CH:2]1[CH2:7][CH2:6][CH2:5][CH2:4][CH:3]1[C:8]([OH:10])=O.[CH3:11][O:12][C:13]1[CH:18]=[CH:17][C:16]([CH3:19])=[CH:15][C:14]=1[NH:20][C:21]([NH:23][C:24]1[CH:29]=[CH:28][C:27]([N:30]2[CH2:35][CH2:34][NH:33][CH2:32][CH2:31]2)=[CH:26][CH:25]=1)=[O:22].CCCP1(OP(CCC)(=O)OP(CCC)(=O)O1)=O.C(=O)([O-])O.[Na+]. The catalyst is C(OCC)(=O)C.C(N(CC)CC)C. The product is [CH3:11][O:12][C:13]1[CH:18]=[CH:17][C:16]([CH3:19])=[CH:15][C:14]=1[NH:20][C:21]([NH:23][C:24]1[CH:29]=[CH:28][C:27]([N:30]2[CH2:31][CH2:32][N:33]([C:8]([CH:3]3[CH2:4][CH2:5][CH2:6][CH2:7][CH:2]3[CH3:1])=[O:10])[CH2:34][CH2:35]2)=[CH:26][CH:25]=1)=[O:22]. The yield is 0.480.